Dataset: Catalyst prediction with 721,799 reactions and 888 catalyst types from USPTO. Task: Predict which catalyst facilitates the given reaction. (1) Reactant: O.O.[F-].[K+].[Cl:5][C:6]1[CH:11]=[CH:10][C:9](B2OCCCO2)=[C:8]([F:18])[C:7]=1[O:19][CH3:20].[NH2:21][C:22]1[C:27]([F:28])=[C:26](Br)[N:25]=[C:24]([C:30]([O:32][CH:33]([CH3:35])[CH3:34])=[O:31])[CH:23]=1.CC#N. Product: [NH2:21][C:22]1[C:27]([F:28])=[C:26]([C:9]2[CH:10]=[CH:11][C:6]([Cl:5])=[C:7]([O:19][CH3:20])[C:8]=2[F:18])[N:25]=[C:24]([C:30]([O:32][CH:33]([CH3:35])[CH3:34])=[O:31])[CH:23]=1. The catalyst class is: 189. (2) Product: [C:1]([O:5][C:6](=[O:39])[N:7]([CH2:31][C:32]1[CH:33]=[CH:34][C:35]([NH:38][C:49](=[O:52])[CH:50]=[CH2:51])=[CH:36][CH:37]=1)[C@H:8]1[CH2:13][CH2:12][CH2:11][C@@H:10]([NH:14][C:15]2[N:20]=[C:19]([C:21]3[C:29]4[C:24](=[CH:25][CH:26]=[CH:27][CH:28]=4)[NH:23][N:22]=3)[C:18]([Cl:30])=[CH:17][N:16]=2)[CH2:9]1)([CH3:4])([CH3:2])[CH3:3]. The catalyst class is: 2. Reactant: [C:1]([O:5][C:6](=[O:39])[N:7]([CH2:31][C:32]1[CH:37]=[CH:36][C:35]([NH2:38])=[CH:34][CH:33]=1)[C@H:8]1[CH2:13][CH2:12][CH2:11][C@@H:10]([NH:14][C:15]2[N:20]=[C:19]([C:21]3[C:29]4[C:24](=[CH:25][CH:26]=[CH:27][CH:28]=4)[NH:23][N:22]=3)[C:18]([Cl:30])=[CH:17][N:16]=2)[CH2:9]1)([CH3:4])([CH3:3])[CH3:2].CCN(C(C)C)C(C)C.[C:49](Cl)(=[O:52])[CH:50]=[CH2:51].O. (3) Reactant: [Cl:1][C:2]1[CH:6]=[C:5]([C:7]([O:9]CC)=[O:8])[N:4]([C:12]2[CH:13]=[N:14][CH:15]=[CH:16][CH:17]=2)[N:3]=1.Cl. Product: [ClH:1].[Cl:1][C:2]1[CH:6]=[C:5]([C:7]([OH:9])=[O:8])[N:4]([C:12]2[CH:13]=[N:14][CH:15]=[CH:16][CH:17]=2)[N:3]=1. The catalyst class is: 12. (4) Reactant: Cl.C[O:3][C:4]1[C:9]2[CH2:10][CH2:11][C@@H:12]3[C@@H:17]([C:8]=2[CH:7]=[CH:6][C:5]=1[O:18]C)[CH2:16][NH:15][CH2:14][CH2:13]3.B(Br)(Br)[Br:21].C(=O)=O.CC(C)=O. Product: [BrH:21].[CH2:16]1[C@@H:17]2[C@@H:12]([CH2:11][CH2:10][C:9]3[C:4]([OH:3])=[C:5]([OH:18])[CH:6]=[CH:7][C:8]=32)[CH2:13][CH2:14][NH:15]1. The catalyst class is: 2. (5) Reactant: Cl.[CH3:2][O:3][C:4](=[O:24])[C@H:5]([CH2:7][C:8]1[CH:13]=[CH:12][C:11]([O:14][CH2:15][C:16]2[C:21]([Cl:22])=[CH:20][CH:19]=[CH:18][C:17]=2[Cl:23])=[CH:10][CH:9]=1)[NH2:6].[SH:25][C:26]1[N:34]=[CH:33][CH:32]=[CH:31][C:27]=1[C:28](O)=[O:29].CN1CCOCC1. Product: [CH3:2][O:3][C:4](=[O:24])[C@H:5]([CH2:7][C:8]1[CH:9]=[CH:10][C:11]([O:14][CH2:15][C:16]2[C:21]([Cl:22])=[CH:20][CH:19]=[CH:18][C:17]=2[Cl:23])=[CH:12][CH:13]=1)[NH:6][C:28](=[O:29])[C:27]1[CH:31]=[CH:32][CH:33]=[N:34][C:26]=1[SH:25]. The catalyst class is: 3. (6) Reactant: [CH:1]1([CH2:8][CH2:9][NH:10][C:11](=[O:58])[C@H:12]([CH3:57])[C@H:13]([C@@H:16]2[CH2:20][CH2:19][CH2:18][N:17]2[C:21](=[O:56])[CH2:22][C@@H:23]([O:54][CH3:55])[C@@H:24]([N:29]([CH3:53])[C:30](=[O:52])[C@@H:31]([NH:35][C:36]([C@:38]2([CH3:51])[CH2:43][CH2:42][CH2:41][CH2:40][N:39]2C(OC(C)(C)C)=O)=[O:37])[CH:32]([CH3:34])[CH3:33])[C@@H:25]([CH3:28])[CH2:26][CH3:27])[O:14][CH3:15])[CH:7]=[CH:6][CH:5]=[CH:4][CH:3]=[CH:2]1.[ClH:59]. Product: [ClH:59].[CH:1]1([CH2:8][CH2:9][NH:10][C:11](=[O:58])[C@H:12]([CH3:57])[C@H:13]([C@@H:16]2[CH2:20][CH2:19][CH2:18][N:17]2[C:21](=[O:56])[CH2:22][C@@H:23]([O:54][CH3:55])[C@@H:24]([N:29]([CH3:53])[C:30](=[O:52])[C@@H:31]([NH:35][C:36]([C@:38]2([CH3:51])[CH2:43][CH2:42][CH2:41][CH2:40][NH:39]2)=[O:37])[CH:32]([CH3:34])[CH3:33])[C@@H:25]([CH3:28])[CH2:26][CH3:27])[O:14][CH3:15])[CH:2]=[CH:3][CH:4]=[CH:5][CH:6]=[CH:7]1. The catalyst class is: 12.